This data is from Full USPTO retrosynthesis dataset with 1.9M reactions from patents (1976-2016). The task is: Predict the reactants needed to synthesize the given product. (1) Given the product [C:33]([O:37][C:38](=[O:43])[NH:39][CH2:40][CH2:41][N:16]1[CH2:17][CH2:18][N:13]([C:11](=[O:12])[C:10]2[CH:9]=[C:8]([O:7][C:6]3[CH:31]=[CH:32][C:3]([C:1]#[N:2])=[CH:4][CH:5]=3)[CH:21]=[C:20]([O:22][C:23]3[CH:28]=[CH:27][C:26]([C:29]#[N:30])=[CH:25][CH:24]=3)[CH:19]=2)[CH2:14][CH2:15]1)([CH3:36])([CH3:35])[CH3:34], predict the reactants needed to synthesize it. The reactants are: [C:1]([C:3]1[CH:32]=[CH:31][C:6]([O:7][C:8]2[CH:9]=[C:10]([CH:19]=[C:20]([O:22][C:23]3[CH:28]=[CH:27][C:26]([C:29]#[N:30])=[CH:25][CH:24]=3)[CH:21]=2)[C:11]([N:13]2[CH2:18][CH2:17][NH:16][CH2:15][CH2:14]2)=[O:12])=[CH:5][CH:4]=1)#[N:2].[C:33]([O:37][C:38](=[O:43])[NH:39][CH2:40][CH2:41]Br)([CH3:36])([CH3:35])[CH3:34]. (2) Given the product [Cl:23][C:12]1[C:13]([OH:15])=[CH:14][C:9]([OH:8])=[C:10]([C:24]2[O:28][N:27]=[C:26]([CH2:29][NH:30][C:38](=[O:40])[CH3:39])[C:25]=2[C:31]2[CH:36]=[CH:35][C:34]([F:37])=[CH:33][CH:32]=2)[CH:11]=1, predict the reactants needed to synthesize it. The reactants are: C([O:8][C:9]1[CH:14]=[C:13]([O:15]CC2C=CC=CC=2)[C:12]([Cl:23])=[CH:11][C:10]=1[C:24]1[O:28][N:27]=[C:26]([CH2:29][NH2:30])[C:25]=1[C:31]1[CH:36]=[CH:35][C:34]([F:37])=[CH:33][CH:32]=1)C1C=CC=CC=1.[C:38](OC(=O)C)(=[O:40])[CH3:39].C(N(CC)CC)C.B(Cl)(Cl)Cl. (3) Given the product [CH3:22][C:19]1[N:18]=[CH:17][C:16]([N:7]2[C:8]([C:10]3[CH:14]=[CH:13][N:12]([CH3:15])[CH:11]=3)=[CH:9][C:5]([C:3]([OH:4])=[O:2])=[N:6]2)=[CH:21][CH:20]=1, predict the reactants needed to synthesize it. The reactants are: C[O:2][C:3]([C:5]1[CH:9]=[C:8]([C:10]2[CH:14]=[CH:13][N:12]([CH3:15])[CH:11]=2)[N:7]([C:16]2[CH:17]=[N:18][C:19]([CH3:22])=[CH:20][CH:21]=2)[N:6]=1)=[O:4].O.[OH-].[Li+]. (4) Given the product [S:1]([F:18])([C:4]1[C:16]2[CH:15]=[CH:14][CH:13]=[C:9]([N:10]([CH3:12])[CH3:11])[C:8]=2[CH:7]=[CH:6][CH:5]=1)(=[O:3])=[O:2], predict the reactants needed to synthesize it. The reactants are: [S:1](Cl)([C:4]1[C:16]2[CH:15]=[CH:14][CH:13]=[C:9]([N:10]([CH3:12])[CH3:11])[C:8]=2[CH:7]=[CH:6][CH:5]=1)(=[O:3])=[O:2].[F-:18].[K+].